Task: Predict the product of the given reaction.. Dataset: Forward reaction prediction with 1.9M reactions from USPTO patents (1976-2016) (1) Given the reactants [CH3:1][O:2][C:3]([C@@H:5]([N:13]1[CH2:21][C:17]2[CH:18]=[CH:19][S:20][C:16]=2[CH2:15][CH2:14]1)[C:6]1[CH:7]=[CH:8][CH:9]=[CH:10][C:11]=1[Cl:12])=[O:4].[S:22]([O-:26])([OH:25])(=[O:24])=[O:23].[K+].CC(C)=O, predict the reaction product. The product is: [CH3:1][O:2][C:3]([C@@H:5]([N:13]1[CH2:21][C:17]2[CH:18]=[CH:19][S:20][C:16]=2[CH2:15][CH2:14]1)[C:6]1[C:11]([Cl:12])=[CH:10][CH:9]=[CH:8][CH:7]=1)=[O:4].[OH:25][S:22]([OH:26])(=[O:24])=[O:23]. (2) The product is: [CH2:1]([O:3][C:4]([C:6]1[CH:10]=[C:9]([C:11](=[O:13])/[CH:12]=[CH:18]/[N:19]([CH3:21])[CH3:20])[NH:8][CH:7]=1)=[O:5])[CH3:2]. Given the reactants [CH2:1]([O:3][C:4]([C:6]1[CH:10]=[C:9]([C:11](=[O:13])[CH3:12])[NH:8][CH:7]=1)=[O:5])[CH3:2].C(O[CH:18](OC(C)C)[N:19]([CH3:21])[CH3:20])(C)C.C([O-])(O)=O.[Na+], predict the reaction product. (3) Given the reactants [CH:1]([C:3]1([CH2:9][C:10]([OH:12])=[O:11])[CH2:8][CH2:7][CH2:6][CH2:5][CH2:4]1)=O.[NH3:13], predict the reaction product. The product is: [CH2:6]1[CH2:7][CH2:8][C:3]([CH2:1][NH2:13])([CH2:9][C:10]([OH:12])=[O:11])[CH2:4][CH2:5]1. (4) Given the reactants [N+:1]([C:4]1[CH:5]=[C:6]([CH:8]=[CH:9][CH:10]=1)[NH2:7])([O-:3])=[O:2].C(=O)(O)[O-].[K+].Cl[CH2:17][C:18](Cl)=[O:19].[NH2:21][C@H:22]([CH3:25])[CH2:23][OH:24], predict the reaction product. The product is: [OH:24][CH2:23][C@H:22]([NH:21][CH2:17][C:18]([NH:7][C:6]1[CH:8]=[CH:9][CH:10]=[C:4]([N+:1]([O-:3])=[O:2])[CH:5]=1)=[O:19])[CH3:25]. (5) Given the reactants ClS([N:5]=[C:6]=O)(=O)=O.[Cl:8][C:9]1[CH:10]=[CH:11][C:12]([CH3:42])=[C:13]([N:15]2[C:22](=[O:23])[C:21]3[CH:20]=[C:19]([C:24]4[CH:29]=[CH:28][CH:27]=[CH:26][C:25]=4[O:30][CH3:31])[N:18]([CH:32]([CH3:34])[CH3:33])[C:17]=3[CH:16]2[C:35]2[CH:40]=[CH:39][C:38]([Cl:41])=[CH:37][CH:36]=2)[CH:14]=1.CN(C=O)C, predict the reaction product. The product is: [Cl:8][C:9]1[CH:10]=[CH:11][C:12]([CH3:42])=[C:13]([N:15]2[C:22](=[O:23])[C:21]3[C:20]([C:6]#[N:5])=[C:19]([C:24]4[CH:29]=[CH:28][CH:27]=[CH:26][C:25]=4[O:30][CH3:31])[N:18]([CH:32]([CH3:34])[CH3:33])[C:17]=3[CH:16]2[C:35]2[CH:36]=[CH:37][C:38]([Cl:41])=[CH:39][CH:40]=2)[CH:14]=1. (6) Given the reactants C([O:5][C:6](=[O:37])[CH2:7][CH2:8][C:9]1[CH:14]=[CH:13][C:12]([N:15]2[CH2:19][C:18](=[O:20])[N:17]([CH2:21][CH2:22][Si:23]([CH3:26])([CH3:25])[CH3:24])[S:16]2(=[O:28])=[O:27])=[C:11]([O:29][CH2:30][C:31]2[CH:36]=[CH:35][CH:34]=[CH:33][CH:32]=2)[CH:10]=1)(C)(C)C, predict the reaction product. The product is: [CH2:30]([O:29][C:11]1[CH:10]=[C:9]([CH2:8][CH2:7][C:6]([OH:37])=[O:5])[CH:14]=[CH:13][C:12]=1[N:15]1[CH2:19][C:18](=[O:20])[N:17]([CH2:21][CH2:22][Si:23]([CH3:24])([CH3:25])[CH3:26])[S:16]1(=[O:28])=[O:27])[C:31]1[CH:32]=[CH:33][CH:34]=[CH:35][CH:36]=1. (7) Given the reactants [CH3:1][C:2]1[CH:7]=[CH:6][N:5]=[C:4]([NH2:8])[CH:3]=1.[I:9](O)(=O)(=O)=O.S(=O)(=O)(O)O.II, predict the reaction product. The product is: [I:9][C:7]1[C:2]([CH3:1])=[CH:3][C:4]([NH2:8])=[N:5][CH:6]=1.